This data is from Full USPTO retrosynthesis dataset with 1.9M reactions from patents (1976-2016). The task is: Predict the reactants needed to synthesize the given product. (1) Given the product [Cl:2][C:3]1[CH:20]=[CH:19][C:6]([CH2:7][N:8]2[C:12]3[CH:13]=[CH:14][CH:15]=[CH:16][C:11]=3[N:10]=[C:9]2[NH:34][C:33]2[CH:32]=[CH:31][C:30]([O:29][C:27]3[CH:26]=[CH:25][CH:24]=[C:23]([C:21]#[N:22])[N:28]=3)=[CH:36][CH:35]=2)=[CH:5][CH:4]=1, predict the reactants needed to synthesize it. The reactants are: Cl.[Cl:2][C:3]1[CH:20]=[CH:19][C:6]([CH:7](Cl)[N:8]2[C:12]3[CH:13]=[CH:14][CH:15]=[CH:16][C:11]=3[N:10]=[C:9]2Cl)=[CH:5][CH:4]=1.[C:21]([C:23]1[N:28]=[C:27]([O:29][C:30]2[CH:36]=[CH:35][C:33]([NH2:34])=[CH:32][CH:31]=2)[CH:26]=[CH:25][CH:24]=1)#[N:22].CC(O)C. (2) Given the product [OH:45][C:43]([CH3:46])([CH3:44])[CH2:42][O:41][N:40]=[C:2]1[CH2:3][CH2:4][CH:5]([N:8]2[C:13](=[O:14])[C:12]([CH2:15][C:16]3[CH:17]=[CH:18][C:19]([C:22]4[CH:27]=[CH:26][CH:25]=[CH:24][C:23]=4[C:28]4[NH:32][C:31](=[O:33])[O:30][N:29]=4)=[CH:20][CH:21]=3)=[C:11]([CH2:34][CH2:35][CH3:36])[N:10]3[N:37]=[CH:38][N:39]=[C:9]23)[CH2:6][CH2:7]1, predict the reactants needed to synthesize it. The reactants are: O=[C:2]1[CH2:7][CH2:6][CH:5]([N:8]2[C:13](=[O:14])[C:12]([CH2:15][C:16]3[CH:21]=[CH:20][C:19]([C:22]4[CH:27]=[CH:26][CH:25]=[CH:24][C:23]=4[C:28]4[NH:32][C:31](=[O:33])[O:30][N:29]=4)=[CH:18][CH:17]=3)=[C:11]([CH2:34][CH2:35][CH3:36])[N:10]3[N:37]=[CH:38][N:39]=[C:9]23)[CH2:4][CH2:3]1.[NH2:40][O:41][CH2:42][C:43]([CH3:46])([OH:45])[CH3:44].N1C=CC=CC=1.Cl.